This data is from Peptide-MHC class I binding affinity with 185,985 pairs from IEDB/IMGT. The task is: Regression. Given a peptide amino acid sequence and an MHC pseudo amino acid sequence, predict their binding affinity value. This is MHC class I binding data. (1) The peptide sequence is SELYKYKVV. The MHC is Mamu-A11 with pseudo-sequence Mamu-A11. The binding affinity (normalized) is 0.369. (2) The peptide sequence is FNSFLTHAL. The MHC is HLA-A02:03 with pseudo-sequence HLA-A02:03. The binding affinity (normalized) is 0.153.